This data is from Ames mutagenicity test results for genotoxicity prediction. The task is: Regression/Classification. Given a drug SMILES string, predict its toxicity properties. Task type varies by dataset: regression for continuous values (e.g., LD50, hERG inhibition percentage) or binary classification for toxic/non-toxic outcomes (e.g., AMES mutagenicity, cardiotoxicity, hepatotoxicity). Dataset: ames. (1) The compound is CC(Cl)CO. The result is 1 (mutagenic). (2) The drug is CN(C)C(=O)Nc1cccc(C(F)(F)F)c1. The result is 0 (non-mutagenic). (3) The compound is c1ccc(CSSCc2ccccc2)cc1. The result is 1 (mutagenic). (4) The compound is COc1ccc([N+](=O)[O-])cc1. The result is 1 (mutagenic).